From a dataset of Catalyst prediction with 721,799 reactions and 888 catalyst types from USPTO. Predict which catalyst facilitates the given reaction. (1) Reactant: [CH3:1][C:2]1([CH3:26])[CH2:7][C:6]([C:8]2[NH:25][C:11]3=[N:12][CH:13]=[CH:14][C:15]([C:16]4[CH:21]=[C:20]([F:22])[CH:19]=[CH:18][C:17]=4[O:23][CH3:24])=[C:10]3[CH:9]=2)=[CH:5][CH2:4][NH:3]1.Br[CH2:28][C:29]([O:31][C:32]([CH3:35])([CH3:34])[CH3:33])=[O:30].C(N(CC)CC)C. Product: [F:22][C:20]1[CH:19]=[CH:18][C:17]([O:23][CH3:24])=[C:16]([C:15]2[CH:14]=[CH:13][N:12]=[C:11]3[NH:25][C:8]([C:6]4[CH2:7][C:2]([CH3:26])([CH3:1])[N:3]([CH2:28][C:29]([O:31][C:32]([CH3:35])([CH3:34])[CH3:33])=[O:30])[CH2:4][CH:5]=4)=[CH:9][C:10]=23)[CH:21]=1. The catalyst class is: 9. (2) Reactant: FC(F)(F)C(O)=O.[CH2:8]([NH:12][C:13]1[N:21]=[C:20]2[C:16]([N:17]=[C:18]([O:22][CH3:23])[NH:19]2)=[C:15]([NH2:24])[N:14]=1)[CH2:9][CH2:10][CH3:11].C(=O)([O-])[O-].[K+].[K+].Br[CH2:32][CH:33]1[CH2:38][CH2:37][CH2:36][CH2:35][O:34]1. Product: [CH2:8]([NH:12][C:13]1[N:21]=[C:20]2[C:16]([N:17]=[C:18]([O:22][CH3:23])[N:19]2[CH2:32][CH:33]2[CH2:38][CH2:37][CH2:36][CH2:35][O:34]2)=[C:15]([NH2:24])[N:14]=1)[CH2:9][CH2:10][CH3:11]. The catalyst class is: 42. (3) Reactant: O=[C:2]1[C:9]2[CH:8]=[C:7]([C:10]([O:12][CH3:13])=[O:11])[NH:6][C:5]=2[CH2:4][CH2:3]1.[CH3:14][O:15][C:16]1[CH:17]=[C:18]([CH:22]=[CH:23][C:24]=1[O:25][CH3:26])[CH2:19][Mg]Cl.COC1C=C(C=CC=1)/C=C1\CCC2NC(C(OC)=O)=CC\1=2. Product: [CH3:14][O:15][C:16]1[CH:17]=[C:18]([CH:22]=[CH:23][C:24]=1[O:25][CH3:26])[CH2:19][CH:2]1[C:9]2[CH:8]=[C:7]([C:10]([O:12][CH3:13])=[O:11])[NH:6][C:5]=2[CH2:4][CH2:3]1. The catalyst class is: 45.